From a dataset of Full USPTO retrosynthesis dataset with 1.9M reactions from patents (1976-2016). Predict the reactants needed to synthesize the given product. Given the product [NH2:1][CH:2]([C:25]([O:27][CH3:28])=[O:26])[CH2:3][C:4]1[CH:24]=[CH:23][C:7]([O:8][C:9]2[CH:22]=[CH:21][C:12]([CH2:13][CH:14]3[S:18][C:17](=[O:19])[NH:16][C:15]3=[O:20])=[CH:11][CH:10]=2)=[CH:6][CH:5]=1, predict the reactants needed to synthesize it. The reactants are: [NH2:1][CH:2]([C:25]([O:27][CH3:28])=[O:26])[CH2:3][C:4]1[CH:24]=[CH:23][C:7]([O:8][C:9]2[CH:22]=[CH:21][C:12]([CH:13]=[C:14]3[S:18][C:17](=[O:19])[NH:16][C:15]3=[O:20])=[CH:11][CH:10]=2)=[CH:6][CH:5]=1.